From a dataset of Reaction yield outcomes from USPTO patents with 853,638 reactions. Predict the reaction yield, written as a fraction of the theoretical maximum amount of product (1.0 means a 100% yield; for example, 0.34 means a 34% yield). (1) The reactants are Br[C:2]1[CH:7]=[CH:6][C:5]([F:8])=[C:4]([N+:9]([O-:11])=[O:10])[CH:3]=1.[C:12]([C:14]1[CH:15]=[N:16][CH:17]=[C:18]([CH:21]=1)[C:19]#[N:20])#[CH:13]. The yield is 0.0900. The product is [F:8][C:5]1[CH:6]=[CH:7][C:2]([C:13]#[C:12][C:14]2[CH:15]=[N:16][CH:17]=[C:18]([CH:21]=2)[C:19]#[N:20])=[CH:3][C:4]=1[N+:9]([O-:11])=[O:10]. No catalyst specified. (2) The reactants are [F:1][C:2]1[CH:7]=[CH:6][C:5]([C:8]2[O:9][CH:10]=[C:11]([C:13]3([CH2:20][NH2:21])[CH2:18][CH2:17][N:16]([CH3:19])[CH2:15][CH2:14]3)[N:12]=2)=[CH:4][CH:3]=1.[F:22][C:23]([F:39])([F:38])[C:24]1[O:28][N:27]=[C:26]([C:29]2[CH:30]=[C:31]([CH:35]=[CH:36][CH:37]=2)[C:32](O)=[O:33])[N:25]=1. No catalyst specified. The product is [F:1][C:2]1[CH:7]=[CH:6][C:5]([C:8]2[O:9][CH:10]=[C:11]([C:13]3([CH2:20][NH:21][C:32](=[O:33])[C:31]4[CH:35]=[CH:36][CH:37]=[C:29]([C:26]5[N:25]=[C:24]([C:23]([F:39])([F:38])[F:22])[O:28][N:27]=5)[CH:30]=4)[CH2:14][CH2:15][N:16]([CH3:19])[CH2:17][CH2:18]3)[N:12]=2)=[CH:4][CH:3]=1. The yield is 0.240. (3) The reactants are [H-].[H-].[H-].[H-].[Li+].[Al+3].C(N(CC)CC)C.[CH:14]12[CH2:23][CH:18]3[CH2:19][CH:20]([CH2:22][CH:16]([CH2:17]3)[C:15]1=O)[CH2:21]2.C(OC)(=O)C1C=CC=CC=1. The catalyst is C1COCC1.C(OCC)C.O. The product is [CH2:15]1[CH:16]2[CH2:17][CH:18]3[CH2:19][CH:20]([CH2:22]2)[CH2:21][CH:14]1[CH2:23]3. The yield is 0.660.